From a dataset of Full USPTO retrosynthesis dataset with 1.9M reactions from patents (1976-2016). Predict the reactants needed to synthesize the given product. (1) Given the product [F:41][C:39]([C:35]1[CH:34]=[C:33]([CH:38]=[CH:37][CH:36]=1)[O:23][C:20]1[CH:21]=[CH:22][C:17]([C:16]2[C:11]([NH2:10])=[N:12][CH:13]=[CH:14][CH:15]=2)=[CH:18][CH:19]=1)([F:42])[CH3:40], predict the reactants needed to synthesize it. The reactants are: N1C=CC=CC=1C(O)=O.[NH2:10][C:11]1[C:16]([C:17]2[CH:22]=[CH:21][C:20]([OH:23])=[CH:19][CH:18]=2)=[CH:15][CH:14]=[CH:13][N:12]=1.P([O-])([O-])([O-])=O.[K+].[K+].[K+].Br[C:33]1[CH:38]=[CH:37][CH:36]=[C:35]([C:39]([F:42])([F:41])[CH3:40])[CH:34]=1. (2) Given the product [Cl:11][C:12]1[CH:17]=[CH:16][CH:15]=[C:14]([I:18])[C:13]=1[CH:19]=[O:20], predict the reactants needed to synthesize it. The reactants are: C(Cl)(=O)C(Cl)=O.CS(C)=O.[Cl:11][C:12]1[CH:17]=[CH:16][CH:15]=[C:14]([I:18])[C:13]=1[CH2:19][OH:20].C(N(CC)CC)C. (3) Given the product [CH2:1]([O:3][C:4](=[O:30])[CH:5]([O:27][CH2:28][CH3:29])[CH2:6][C:7]1[CH:12]=[CH:11][CH:10]=[C:9]([O:13][CH2:14][CH2:15][C:16]2[CH:17]=[CH:18][C:19]([O:22][S:23]([CH3:26])(=[O:25])=[O:24])=[CH:20][CH:21]=2)[CH:8]=1)[CH3:2], predict the reactants needed to synthesize it. The reactants are: [CH2:1]([O:3][C:4](=[O:30])[C:5]([O:27][CH2:28][CH3:29])=[CH:6][C:7]1[CH:12]=[CH:11][CH:10]=[C:9]([O:13][CH2:14][CH2:15][C:16]2[CH:21]=[CH:20][C:19]([O:22][S:23]([CH3:26])(=[O:25])=[O:24])=[CH:18][CH:17]=2)[CH:8]=1)[CH3:2].C(O)(=O)C. (4) Given the product [CH3:16][C:15]1[C:11]2[C:12](=[CH:7][C:1]([CH3:2])=[C:9]([CH2:8][N:46]([CH3:45])[C:48](=[O:49])/[CH:36]=[CH:37]/[CH:26]3[O:25][C:24]4[CH:27]=[CH:28][CH:29]=[N:30][C:23]=4[NH:22][C:21]3=[O:20])[CH:10]=2)[NH:13][CH:14]=1, predict the reactants needed to synthesize it. The reactants are: [CH2:1](Cl)[CH2:2]Cl.CC[C:7]1[C:12]2[NH:13][C:14](CN)=[C:15]([CH3:16])[C:11]=2[CH:10]=[CH:9][CH:8]=1.Cl.[O:20]=[C:21]1[CH2:26][O:25][C:24]2[CH:27]=[C:28](/C=C/C(O)=O)[CH:29]=[N:30][C:23]=2[NH:22]1.[CH3:36][CH2:37]N(C(C)C)C(C)C.[CH3:45][N:46]([CH:48]=[O:49])C. (5) Given the product [CH3:14][C:13]1[S:15][C:10]2[C:9]3[C:8](=[O:12])[CH2:7][CH2:6][C:5]=3[CH:4]=[CH:3][C:2]=2[N:1]=1, predict the reactants needed to synthesize it. The reactants are: [NH2:1][C:2]1[C:10](I)=[C:9]2[C:5]([CH2:6][CH2:7][C:8]2=[O:12])=[CH:4][CH:3]=1.[C:13](N)(=[S:15])[CH3:14].[O-2].[Ca+2].O.